From a dataset of Full USPTO retrosynthesis dataset with 1.9M reactions from patents (1976-2016). Predict the reactants needed to synthesize the given product. (1) The reactants are: C([O:5][C:6](=[O:35])[C:7]1[CH:12]=[CH:11][C:10]([C:13]2[CH:14]=[N:15][C:16]3[N:17]([C:19]([C:22]4([C:25]5[CH:26]=[C:27]6[C:32](=[CH:33][CH:34]=5)[N:31]=[CH:30][CH:29]=[CH:28]6)[CH2:24][CH2:23]4)=[CH:20][N:21]=3)[CH:18]=2)=[CH:9][CH:8]=1)(C)(C)C.[ClH:36]. Given the product [N:31]1[C:32]2[C:27](=[CH:26][C:25]([C:22]3([C:19]4[N:17]5[CH:18]=[C:13]([C:10]6[CH:11]=[CH:12][C:7]([C:6]([OH:35])=[O:5])=[CH:8][CH:9]=6)[CH:14]=[N:15][C:16]5=[N:21][CH:20]=4)[CH2:23][CH2:24]3)=[CH:34][CH:33]=2)[CH:28]=[CH:29][CH:30]=1.[ClH:36], predict the reactants needed to synthesize it. (2) Given the product [OH:1][CH2:2][CH2:3][N:4]([CH:22]([CH3:24])[CH3:23])[C:5]([C:7]1[S:8][C:9]2[CH2:10][CH2:11][O:12][C:13]3[CH:20]=[CH:19][C:18]([C:31]4[C:26]([CH3:25])=[N:27][C:28]([NH2:41])=[N:29][CH:30]=4)=[CH:17][C:14]=3[C:15]=2[N:16]=1)=[O:6], predict the reactants needed to synthesize it. The reactants are: [OH:1][CH2:2][CH2:3][N:4]([CH:22]([CH3:24])[CH3:23])[C:5]([C:7]1[S:8][C:9]2[CH2:10][CH2:11][O:12][C:13]3[CH:20]=[CH:19][C:18](Br)=[CH:17][C:14]=3[C:15]=2[N:16]=1)=[O:6].[CH3:25][C:26]1[C:31](B2OC(C)(C)C(C)(C)O2)=[CH:30][N:29]=[C:28]([NH2:41])[N:27]=1. (3) Given the product [Cl:10][C:11]1[CH:16]=[C:15]([Cl:17])[C:14]([O:18][CH3:19])=[CH:13][C:12]=1[NH:20][C:21]1[C:30]2[C:25](=[CH:26][C:27]([O:9][CH2:8][C:4]3[S:3][CH:7]=[CH:6][CH:5]=3)=[C:28]([O:31][CH3:32])[CH:29]=2)[N:24]=[CH:23][C:22]=1[C:34]#[N:35], predict the reactants needed to synthesize it. The reactants are: [H-].[Na+].[S:3]1[CH:7]=[CH:6][CH:5]=[C:4]1[CH2:8][OH:9].[Cl:10][C:11]1[CH:16]=[C:15]([Cl:17])[C:14]([O:18][CH3:19])=[CH:13][C:12]=1[NH:20][C:21]1[C:30]2[C:25](=[CH:26][C:27](F)=[C:28]([O:31][CH3:32])[CH:29]=2)[N:24]=[CH:23][C:22]=1[C:34]#[N:35].C(=O)(O)[O-].[Na+]. (4) Given the product [CH3:12][O:13][C:4](=[O:5])[CH2:3][CH:2]([CH3:1])[CH2:6][Cl:10], predict the reactants needed to synthesize it. The reactants are: [CH3:1][CH:2]1[CH2:6][O:5][C:4](=O)[CH2:3]1.S(Cl)([Cl:10])=O.[CH3:12][OH:13]. (5) Given the product [CH2:1]([O:3][C:4]([CH:6]1[CH2:11][CH2:10][CH2:9][CH:8]([NH:12][C:13]([C:33]2[C:29]([C:28]3[CH:27]=[CH:26][N:25]=[CH:24][C:23]=3[F:22])=[N:30][O:31][C:32]=2[CH3:37])=[O:15])[CH2:7]1)=[O:5])[CH3:2], predict the reactants needed to synthesize it. The reactants are: [CH2:1]([O:3][C:4]([CH:6]1[CH2:11][CH2:10][CH2:9][CH:8]([NH:12][C:13]([O:15]C)=O)[CH2:7]1)=[O:5])[CH3:2].I[Si](C)(C)C.[F:22][C:23]1[CH:24]=[N:25][CH:26]=[CH:27][C:28]=1[C:29]1[C:33](C(O)=O)=[C:32]([CH3:37])[O:31][N:30]=1.Cl.CN(C)CCCN=C=NCC.ON1C2N=CC=CC=2N=N1.C(N(CC)C(C)C)(C)C. (6) Given the product [O:24]=[C:10]1[C:11](=[O:23])[C:12]2[C:17](=[CH:16][CH:15]=[C:14]([O:18][C:19]([F:21])([F:20])[F:22])[CH:13]=2)[N:9]1[CH:4]([CH2:5][CH:6]([CH3:8])[CH3:7])[C:3]([OH:25])=[O:2], predict the reactants needed to synthesize it. The reactants are: C[O:2][C:3](=[O:25])[CH:4]([N:9]1[C:17]2[C:12](=[CH:13][C:14]([O:18][C:19]([F:22])([F:21])[F:20])=[CH:15][CH:16]=2)[C:11](=[O:23])[C:10]1=[O:24])[CH2:5][CH:6]([CH3:8])[CH3:7].O.[OH-].[Li+]. (7) Given the product [NH2:1][C:4]1[C:13]2[CH2:12][O:11][C:10](=[O:14])[NH:9][C:8]=2[CH:7]=[CH:6][CH:5]=1, predict the reactants needed to synthesize it. The reactants are: [N+:1]([C:4]1[C:13]2[CH2:12][O:11][C:10](=[O:14])[NH:9][C:8]=2[CH:7]=[CH:6][CH:5]=1)([O-])=O.